Task: Predict the product of the given reaction.. Dataset: Forward reaction prediction with 1.9M reactions from USPTO patents (1976-2016) Given the reactants C(N)(=O)C(C)=C.O=S1C2C(=CC=CC=2)CC2C=CC=CC1=2.Cl.NCCCNC(=O)C(C)=C.[CH3:33][C:34]1[CH:47]=[C:46]2[C:37]([S:38][C:39]3[CH:40]=[C:41]([C:49]([OH:51])=[O:50])[CH:42]=[CH:43][C:44]=3[C:45]2=[O:48])=[CH:36][CH:35]=1.[Cl-].Cl.NCCCNC(=O)C(C)=C.C(Cl)(Cl)Cl, predict the reaction product. The product is: [CH3:33][C:34]1[CH:47]=[C:46]2[C:37]([S:38][C:39]3[CH:40]=[C:41]([C:49]([OH:51])=[O:50])[CH:42]=[CH:43][C:44]=3[C:45]2=[O:48])=[CH:36][CH:35]=1.